The task is: Predict which catalyst facilitates the given reaction.. This data is from Catalyst prediction with 721,799 reactions and 888 catalyst types from USPTO. Reactant: C(N(CC)CC)C.[O:8]=[C:9]1[O:15][C@H:14]([C@H:16]([CH2:18][OH:19])[OH:17])[C:12]([OH:13])=[C:10]1[OH:11].[CH3:20][C:21]([CH2:37][CH2:38][CH2:39][CH:40]([CH3:52])[CH2:41][CH2:42][CH2:43][CH:44]([CH3:51])[CH2:45][CH2:46][CH2:47][CH:48]([CH3:50])[CH3:49])=[CH:22][CH2:23][CH2:24][CH2:25]OS(C1C=CC(C)=CC=1)(=O)=O. Product: [CH3:20][C:21]([CH2:37][CH2:38][CH2:39][CH:40]([CH3:52])[CH2:41][CH2:42][CH2:43][CH:44]([CH3:51])[CH2:45][CH2:46][CH2:47][CH:48]([CH3:50])[CH3:49])=[CH:22][CH2:23][CH2:24][CH2:25][O:11][C:10]1[C:9]([O:15][C@H:14]([C@H:16]([CH2:18][OH:19])[OH:17])[C:12]=1[OH:13])=[O:8]. The catalyst class is: 10.